Dataset: Full USPTO retrosynthesis dataset with 1.9M reactions from patents (1976-2016). Task: Predict the reactants needed to synthesize the given product. (1) The reactants are: CS[C:3]1[O:4][C:5]2[CH:11]=[CH:10][CH:9]=[CH:8][C:6]=2[N:7]=1. Given the product [O:4]1[C:5]2[CH:11]=[CH:10][CH:9]=[CH:8][C:6]=2[N:7]=[C:3]1[NH:7][CH2:6][CH2:5][OH:4], predict the reactants needed to synthesize it. (2) Given the product [F:18][C:13]1[CH:14]=[CH:15][CH:16]=[CH:17][C:12]=1[C:4]1[CH:3]=[C:2]([NH:19][C:20]2[CH:25]=[CH:24][N:23]=[CH:22][CH:21]=2)[C:11]2[C:6](=[N:7][CH:8]=[CH:9][CH:10]=2)[N:5]=1, predict the reactants needed to synthesize it. The reactants are: Cl[C:2]1[C:11]2[C:6](=[N:7][CH:8]=[CH:9][CH:10]=2)[N:5]=[C:4]([C:12]2[CH:17]=[CH:16][CH:15]=[CH:14][C:13]=2[F:18])[CH:3]=1.[NH2:19][C:20]1[CH:25]=[CH:24][N:23]=[CH:22][CH:21]=1.O1CCOCC1. (3) The reactants are: C([O:5][C:6]([N:8]1[CH2:13][CH:12]=[CH:11][CH2:10][CH2:9]1)=[O:7])(C)(C)C.C1C=C(Cl)C=C(C(OO)=[O:22])C=1.CCOC(C)=O.CCCCCC. Given the product [CH:10]12[O:22][CH:11]1[CH2:12][CH2:13][N:8]([C:6]([OH:5])=[O:7])[CH2:9]2, predict the reactants needed to synthesize it. (4) The reactants are: [Cl:1][C:2]1[C:3]([N:12]2[CH2:17][C@H:16]([CH3:18])[O:15][C@H:14]([CH3:19])[CH2:13]2)=[C:4]([CH:8]=[CH:9][C:10]=1[F:11])[C:5]([OH:7])=[O:6].[CH3:20]O. Given the product [Cl:1][C:2]1[C:3]([N:12]2[CH2:13][C@H:14]([CH3:19])[O:15][C@H:16]([CH3:18])[CH2:17]2)=[C:4]([CH:8]=[CH:9][C:10]=1[F:11])[C:5]([O:7][CH3:20])=[O:6], predict the reactants needed to synthesize it. (5) The reactants are: [CH:1]1[C:10]2[C:5](=[CH:6][CH:7]=[CH:8][CH:9]=2)[CH:4]=[C:3]([C:11]([OH:13])=O)[N:2]=1.CN(C(ON1N=NC2C=CC=CC1=2)=[N+](C)C)C.F[P-](F)(F)(F)(F)F.[CH3:38][O:39][C:40]([C:42]1[C:50]2[N:49]=[C:48]([NH2:51])[NH:47][C:46]=2[CH:45]=[C:44]([C:52]2[CH:57]=[CH:56][N:55]=[CH:54][CH:53]=2)[CH:43]=1)=[O:41]. Given the product [CH3:38][O:39][C:40]([C:42]1[C:50]2[NH:49][C:48]([NH:51][C:11]([C:3]3[N:2]=[CH:1][C:10]4[C:5]([CH:4]=3)=[CH:6][CH:7]=[CH:8][CH:9]=4)=[O:13])=[N:47][C:46]=2[CH:45]=[C:44]([C:52]2[CH:57]=[CH:56][N:55]=[CH:54][CH:53]=2)[CH:43]=1)=[O:41], predict the reactants needed to synthesize it. (6) Given the product [CH3:38][O:39][C:40](=[O:44])[CH2:41][CH2:42][NH:43][C:14](=[O:16])[C:13]1[CH:12]=[CH:11][C:10]([CH:3]([CH2:2][OH:1])[CH2:4][CH2:5][CH2:6][CH2:7][CH2:8][CH3:9])=[CH:18][CH:17]=1, predict the reactants needed to synthesize it. The reactants are: [OH:1][CH2:2][CH:3]([C:10]1[CH:18]=[CH:17][C:13]([C:14]([OH:16])=O)=[CH:12][CH:11]=1)[CH2:4][CH2:5][CH2:6][CH2:7][CH2:8][CH3:9].ClC1N=C(OC)N=C(OC)N=1.CN1CCOCC1.Cl.[CH3:38][O:39][C:40](=[O:44])[CH2:41][CH2:42][NH2:43].